Predict the product of the given reaction. From a dataset of Forward reaction prediction with 1.9M reactions from USPTO patents (1976-2016). (1) Given the reactants Br[C:2]1[N:7]=[C:6]2[C:8]([C:30]([NH:32][C:33]([CH3:36])([CH3:35])[CH3:34])=[O:31])=[CH:9][N:10](C(C3C=CC=CC=3)(C3C=CC=CC=3)C3C=CC=CC=3)[C:5]2=[N:4][CH:3]=1.N1[C:45]2[C:40](=[C:41](B(O)O)[CH:42]=[CH:43][CH:44]=2)[CH:39]=[N:38]1.[CH3:49][CH:50](C1C=C(C(C)C)C(C2C=CC=CC=2P(C2CCCCC2)C2CCCCC2)=C(C(C)C)C=1)C.C([O-])([O-])=O.[Na+].[Na+], predict the reaction product. The product is: [C:33]([NH:32][C:30]([C:8]1[C:6]2=[N:7][C:2]([C:41]3[CH:42]=[CH:43][CH:44]=[C:45]4[C:40]=3[CH:39]=[N:38][CH:50]=[CH:49]4)=[CH:3][N:4]=[C:5]2[NH:10][CH:9]=1)=[O:31])([CH3:35])([CH3:34])[CH3:36]. (2) The product is: [Br:1][C:2]1[C:3]([C@@H:9]([NH:19][C:20](=[O:21])[O:22][C:23]([CH3:26])([CH3:25])[CH3:24])[CH2:10][C:11]2[CH:16]=[C:15]([F:17])[CH:14]=[C:13]([F:18])[CH:12]=2)=[N:4][CH:5]=[C:6]([Br:8])[CH:7]=1. Given the reactants [Br:1][C:2]1[C:3]([C@@H:9]([NH2:19])[CH2:10][C:11]2[CH:16]=[C:15]([F:17])[CH:14]=[C:13]([F:18])[CH:12]=2)=[N:4][CH:5]=[C:6]([Br:8])[CH:7]=1.[C:20](O[C:20]([O:22][C:23]([CH3:26])([CH3:25])[CH3:24])=[O:21])([O:22][C:23]([CH3:26])([CH3:25])[CH3:24])=[O:21], predict the reaction product. (3) The product is: [C:28]([C:25]1[NH:23][C:3]([C:5]2[CH:10]=[CH:9][N:8]=[C:7]3[N:11]([CH2:14][O:15][CH2:16][CH2:17][Si:18]([CH3:21])([CH3:20])[CH3:19])[CH:12]=[CH:13][C:6]=23)=[CH:2][N:39]=1)([CH3:31])([CH3:29])[CH3:27]. Given the reactants Cl[CH2:2][C:3]([C:5]1[CH:10]=[CH:9][N:8]=[C:7]2[N:11]([CH2:14][O:15][CH2:16][CH2:17][Si:18]([CH3:21])([CH3:20])[CH3:19])[CH:12]=[CH:13][C:6]=12)=O.C[N:23]([CH:25]=O)C.[C:27]([O-])(=O)[C:28]([CH3:31])(C)[CH3:29].[Cs+].C([O-])(=O)C.[NH4+:39], predict the reaction product. (4) Given the reactants [F:1][C:2]1[CH:7]=[C:6]([F:8])[CH:5]=[CH:4][C:3]=1[C:9]1([C:12]([F:21])([F:20])[C:13]2[N:18]=[CH:17][C:16]([OH:19])=[CH:15][CH:14]=2)[CH2:11][O:10]1.F[C:23]1[CH:30]=[CH:29][C:26]([C:27]#[N:28])=[CH:25][N:24]=1.C([O-])([O-])=O.[Cs+].[Cs+].N#N, predict the reaction product. The product is: [F:1][C:2]1[CH:7]=[C:6]([F:8])[CH:5]=[CH:4][C:3]=1[C:9]1([C:12]([F:20])([F:21])[C:13]2[N:18]=[CH:17][C:16]([O:19][C:23]3[CH:30]=[CH:29][C:26]([C:27]#[N:28])=[CH:25][N:24]=3)=[CH:15][CH:14]=2)[CH2:11][O:10]1. (5) Given the reactants [Cl:1][C:2]1[CH:11]=[C:10]2[C:5]([CH:6]=[C:7]([C:13]3[C:18]([Cl:19])=[C:17]([O:20][CH3:21])[CH:16]=[C:15]([O:22][CH3:23])[C:14]=3[Cl:24])[C:8](=[O:12])[NH:9]2)=[CH:4][N:3]=1.C([O-])([O-])=O.[K+].[K+].C([O-])([O-])=O.[Cs+].[Cs+].CS(O[CH2:42][CH2:43][CH2:44][N:45]1[CH2:50][CH2:49][N:48]([C:51]([O:53][C:54]([CH3:57])([CH3:56])[CH3:55])=[O:52])[CH2:47][CH2:46]1)(=O)=O, predict the reaction product. The product is: [Cl:1][C:2]1[CH:11]=[C:10]2[C:5]([CH:6]=[C:7]([C:13]3[C:14]([Cl:24])=[C:15]([O:22][CH3:23])[CH:16]=[C:17]([O:20][CH3:21])[C:18]=3[Cl:19])[C:8](=[O:12])[N:9]2[CH2:42][CH2:43][CH2:44][N:45]2[CH2:50][CH2:49][N:48]([C:51]([O:53][C:54]([CH3:55])([CH3:57])[CH3:56])=[O:52])[CH2:47][CH2:46]2)=[CH:4][N:3]=1. (6) Given the reactants [F:1][C:2]1[CH:7]=[C:6]([F:8])[C:5](I)=[CH:4][C:3]=1[C:10]1[CH:15]=[CH:14][C:13]([C:16]([O:18][CH3:19])=[O:17])=[CH:12][C:11]=1[CH3:20].[B:21]1([B:21]2[O:25][C:24]([CH3:27])([CH3:26])[C:23]([CH3:29])([CH3:28])[O:22]2)[O:25][C:24]([CH3:27])([CH3:26])[C:23]([CH3:29])([CH3:28])[O:22]1.C([O-])(=O)C.[K+].B([O-])([O-])[O-].B(O)O, predict the reaction product. The product is: [F:1][C:2]1[CH:7]=[C:6]([F:8])[C:5]([B:21]2[O:25][C:24]([CH3:27])([CH3:26])[C:23]([CH3:29])([CH3:28])[O:22]2)=[CH:4][C:3]=1[C:10]1[CH:15]=[CH:14][C:13]([C:16]([O:18][CH3:19])=[O:17])=[CH:12][C:11]=1[CH3:20].